This data is from Catalyst prediction with 721,799 reactions and 888 catalyst types from USPTO. The task is: Predict which catalyst facilitates the given reaction. (1) Reactant: Cl[C:2]1[N:7]=[N:6][C:5]([O:8][CH3:9])=[C:4]([O:10][CH3:11])[CH:3]=1.[C:12]([C:14]1[CH:19]=[CH:18][C:17](B(O)O)=[CH:16][CH:15]=1)#[N:13].C([O-])([O-])=O.[Na+].[Na+]. Product: [CH3:11][O:10][C:4]1[CH:3]=[C:2]([C:17]2[CH:18]=[CH:19][C:14]([C:12]#[N:13])=[CH:15][CH:16]=2)[N:7]=[N:6][C:5]=1[O:8][CH3:9]. The catalyst class is: 70. (2) Reactant: Cl.[NH2:2][C@@H:3]1[C:12]([CH3:14])([CH3:13])[C:11]2[CH:10]=[C:9]([C:15]([NH2:17])=[O:16])[CH:8]=[CH:7][C:6]=2[CH2:5][C@H:4]1[O:18][CH3:19].[C:20]([O:24][C:25](=[O:31])[NH:26][CH2:27][CH2:28][CH:29]=O)([CH3:23])([CH3:22])[CH3:21].C(N(CC)C(C)C)(C)C.C(O[BH-](OC(=O)C)OC(=O)C)(=O)C.[Na+].C(=O)(O)[O-].[Na+]. Product: [C:20]([O:24][C:25](=[O:31])[NH:26][CH2:27][CH2:28][CH2:29][NH:2][C@H:3]1[C@H:4]([O:18][CH3:19])[CH2:5][C:6]2[C:11](=[CH:10][C:9]([C:15](=[O:16])[NH2:17])=[CH:8][CH:7]=2)[C:12]1([CH3:14])[CH3:13])([CH3:23])([CH3:22])[CH3:21]. The catalyst class is: 4. (3) Reactant: [F:1][C:2]1[CH:3]=[C:4]([C:9]2[CH:14]=[CH:13][C:12](/[CH:15]=[CH:16]/[C:17]([O:19][CH3:20])=[O:18])=[CH:11][CH:10]=2)[CH:5]=[C:6]([F:8])[CH:7]=1. Product: [F:1][C:2]1[CH:3]=[C:4]([C:9]2[CH:10]=[CH:11][C:12]([CH2:15][CH2:16][C:17]([O:19][CH3:20])=[O:18])=[CH:13][CH:14]=2)[CH:5]=[C:6]([F:8])[CH:7]=1. The catalyst class is: 78. (4) Reactant: [CH3:1][N:2]([CH3:6])[CH2:3][CH2:4][OH:5].[H-].[Na+].F[C:10]1[CH:15]=[CH:14][C:13]([N+:16]([O-:18])=[O:17])=[CH:12][CH:11]=1.O. Product: [CH3:1][N:2]([CH3:6])[CH2:3][CH2:4][O:5][C:10]1[CH:15]=[CH:14][C:13]([N+:16]([O-:18])=[O:17])=[CH:12][CH:11]=1. The catalyst class is: 1.